This data is from Full USPTO retrosynthesis dataset with 1.9M reactions from patents (1976-2016). The task is: Predict the reactants needed to synthesize the given product. Given the product [C:6]([C@H:8]1[CH2:13][CH2:12][C@H:11]([CH2:14][N:15]2[C:19]3[CH:20]=[C:21]([O:24][CH3:25])[CH:22]=[CH:23][C:18]=3[N:17]([CH3:26])[C:16]2=[O:27])[CH2:10][CH2:9]1)(=[O:7])[CH3:2], predict the reactants needed to synthesize it. The reactants are: [Li][CH3:2].CON(C)[C:6]([C@H:8]1[CH2:13][CH2:12][C@H:11]([CH2:14][N:15]2[C:19]3[CH:20]=[C:21]([O:24][CH3:25])[CH:22]=[CH:23][C:18]=3[N:17]([CH3:26])[C:16]2=[O:27])[CH2:10][CH2:9]1)=[O:7].